This data is from Catalyst prediction with 721,799 reactions and 888 catalyst types from USPTO. The task is: Predict which catalyst facilitates the given reaction. (1) Reactant: Cl.[NH:2]1[CH2:6][CH2:5][CH:4]([OH:7])[CH2:3]1.[OH-].[Na+].Cl[C:11]([O:13][CH2:14][C:15]1[CH:20]=[CH:19][CH:18]=[CH:17][CH:16]=1)=[O:12]. Product: [OH:7][CH:4]1[CH2:5][CH2:6][N:2]([C:11]([O:13][CH2:14][C:15]2[CH:20]=[CH:19][CH:18]=[CH:17][CH:16]=2)=[O:12])[CH2:3]1. The catalyst class is: 6. (2) Reactant: [CH3:1][O:2][C:3](=[O:15])[C@H:4]([OH:14])[C@H:5]([C:7]1[CH:12]=[CH:11][CH:10]=[CH:9][C:8]=1[Cl:13])[OH:6].CO[C:18](OC)([CH3:20])[CH3:19].C1(C)C=CC(S(O)(=O)=O)=CC=1. Product: [CH3:1][O:2][C:3]([C@H:4]1[C@H:5]([C:7]2[CH:12]=[CH:11][CH:10]=[CH:9][C:8]=2[Cl:13])[O:6][C:18]([CH3:20])([CH3:19])[O:14]1)=[O:15]. The catalyst class is: 4.